Dataset: NCI-60 drug combinations with 297,098 pairs across 59 cell lines. Task: Regression. Given two drug SMILES strings and cell line genomic features, predict the synergy score measuring deviation from expected non-interaction effect. (1) Drug 1: COC1=C(C=C2C(=C1)N=CN=C2NC3=CC(=C(C=C3)F)Cl)OCCCN4CCOCC4. Drug 2: C1=CC(=CC=C1CCCC(=O)O)N(CCCl)CCCl. Cell line: SW-620. Synergy scores: CSS=20.4, Synergy_ZIP=-2.58, Synergy_Bliss=-3.63, Synergy_Loewe=-5.97, Synergy_HSA=-1.87. (2) Drug 1: CN(CC1=CN=C2C(=N1)C(=NC(=N2)N)N)C3=CC=C(C=C3)C(=O)NC(CCC(=O)O)C(=O)O. Drug 2: C(CC(=O)O)C(=O)CN.Cl. Cell line: MALME-3M. Synergy scores: CSS=12.5, Synergy_ZIP=-7.49, Synergy_Bliss=-8.70, Synergy_Loewe=-5.62, Synergy_HSA=-3.95. (3) Drug 1: C1CC(=O)NC(=O)C1N2CC3=C(C2=O)C=CC=C3N. Drug 2: C1CN(CCN1C(=O)CCBr)C(=O)CCBr. Cell line: OVCAR3. Synergy scores: CSS=6.61, Synergy_ZIP=-0.0716, Synergy_Bliss=3.93, Synergy_Loewe=0.356, Synergy_HSA=0.412. (4) Drug 1: COC1=C(C=C2C(=C1)N=CN=C2NC3=CC(=C(C=C3)F)Cl)OCCCN4CCOCC4. Drug 2: CS(=O)(=O)OCCCCOS(=O)(=O)C. Cell line: HOP-62. Synergy scores: CSS=23.8, Synergy_ZIP=-3.07, Synergy_Bliss=3.53, Synergy_Loewe=2.71, Synergy_HSA=4.87.